From a dataset of Full USPTO retrosynthesis dataset with 1.9M reactions from patents (1976-2016). Predict the reactants needed to synthesize the given product. (1) Given the product [Cl:1][C:2]1[CH:20]=[C:19]([O:21][S:25]([C:24]([F:37])([F:36])[F:23])(=[O:27])=[O:26])[CH:18]=[C:17]([Cl:22])[C:3]=1[CH2:4][C@@H:5]1[CH2:9][CH2:8][N:7]([CH:10]2[CH2:15][CH2:14][O:13][CH2:12][CH2:11]2)[C:6]1=[O:16], predict the reactants needed to synthesize it. The reactants are: [Cl:1][C:2]1[CH:20]=[C:19]([OH:21])[CH:18]=[C:17]([Cl:22])[C:3]=1[CH2:4][C@@H:5]1[CH2:9][CH2:8][N:7]([CH:10]2[CH2:15][CH2:14][O:13][CH2:12][CH2:11]2)[C:6]1=[O:16].[F:23][C:24]([F:37])([F:36])[S:25](O[S:25]([C:24]([F:37])([F:36])[F:23])(=[O:27])=[O:26])(=[O:27])=[O:26]. (2) Given the product [Cl:1][C:2]1[CH:7]=[C:6]([N+:8]([O-:10])=[O:9])[CH:5]=[CH:4][C:3]=1[O:11][CH2:14][C:15]1[CH:20]=[CH:19][CH:18]=[CH:17][N:16]=1, predict the reactants needed to synthesize it. The reactants are: [Cl:1][C:2]1[CH:7]=[C:6]([N+:8]([O-:10])=[O:9])[CH:5]=[CH:4][C:3]=1[OH:11].Cl.Cl[CH2:14][C:15]1[CH:20]=[CH:19][CH:18]=[CH:17][N:16]=1.C(=O)([O-])[O-].[K+].[K+].[I-].[Na+].